Dataset: Full USPTO retrosynthesis dataset with 1.9M reactions from patents (1976-2016). Task: Predict the reactants needed to synthesize the given product. Given the product [OH:31][CH2:2][CH:1]([C:4]1[CH:5]=[CH:6][C:7]([CH2:10][C:11]([NH:13][C@@H:14]([C:16]2[CH:21]=[CH:20][C:19]([O:22][CH2:23][C:24]([F:27])([F:25])[F:26])=[CH:18][N:17]=2)[CH3:15])=[O:12])=[CH:8][CH:9]=1)[CH3:3], predict the reactants needed to synthesize it. The reactants are: [C:1]([C:4]1[CH:9]=[CH:8][C:7]([CH2:10][C:11]([NH:13][C@@H:14]([C:16]2[CH:21]=[CH:20][C:19]([O:22][CH2:23][C:24]([F:27])([F:26])[F:25])=[CH:18][N:17]=2)[CH3:15])=[O:12])=[CH:6][CH:5]=1)([CH3:3])=[CH2:2].C1C[O:31]CC1.[OH-].[Na+].OO.